Dataset: Peptide-MHC class I binding affinity with 185,985 pairs from IEDB/IMGT. Task: Regression. Given a peptide amino acid sequence and an MHC pseudo amino acid sequence, predict their binding affinity value. This is MHC class I binding data. The peptide sequence is HSKKKCDEL. The MHC is HLA-A68:01 with pseudo-sequence HLA-A68:01. The binding affinity (normalized) is 0.